From a dataset of Forward reaction prediction with 1.9M reactions from USPTO patents (1976-2016). Predict the product of the given reaction. (1) Given the reactants C([O:8][NH:9][C:10](=[O:40])[C@H:11]([N:15]([CH2:30][C:31]1[CH:36]=[CH:35][C:34]2[O:37][CH2:38][O:39][C:33]=2[CH:32]=1)[S:16]([C:19]1[C:24]([CH3:25])=[CH:23][C:22]([O:26][CH3:27])=[C:21]([CH3:28])[C:20]=1[CH3:29])(=[O:18])=[O:17])[C@@H:12]([OH:14])[CH3:13])C1C=CC=CC=1, predict the reaction product. The product is: [OH:8][NH:9][C:10](=[O:40])[C@H:11]([N:15]([CH2:30][C:31]1[CH:36]=[CH:35][C:34]2[O:37][CH2:38][O:39][C:33]=2[CH:32]=1)[S:16]([C:19]1[C:24]([CH3:25])=[CH:23][C:22]([O:26][CH3:27])=[C:21]([CH3:28])[C:20]=1[CH3:29])(=[O:18])=[O:17])[C@@H:12]([OH:14])[CH3:13]. (2) Given the reactants C(O[C:4]([C:6]1[C:7]2[S:15][CH:14]=[C:13]([CH2:16][O:17][C:18]3[CH:23]=[CH:22][CH:21]=[C:20]([S:24][CH2:25][C:26]4[CH:31]=[CH:30][CH:29]=[CH:28][CH:27]=4)[CH:19]=3)[C:8]=2[C:9]([NH2:12])=[N:10][CH:11]=1)=[O:5])C.[CH2:32]([CH2:34][NH2:35])[OH:33], predict the reaction product. The product is: [OH:33][CH2:32][CH2:34][NH:35][C:4]([C:6]1[C:7]2[S:15][CH:14]=[C:13]([CH2:16][O:17][C:18]3[CH:23]=[CH:22][CH:21]=[C:20]([S:24][CH2:25][C:26]4[CH:31]=[CH:30][CH:29]=[CH:28][CH:27]=4)[CH:19]=3)[C:8]=2[C:9]([NH2:12])=[N:10][CH:11]=1)=[O:5]. (3) Given the reactants C(N(CC)C(C)C)(C)C.[Cl:10][C:11]1[CH:34]=[CH:33][C:14]([CH2:15][NH:16][C:17]([C:19]2[C:20](=[O:32])[C:21]3[CH:29]=[C:28]([CH2:30]Cl)[S:27][C:22]=3[N:23]([CH2:25][CH3:26])[CH:24]=2)=[O:18])=[CH:13][CH:12]=1.[CH3:35][NH:36][CH2:37][C@H:38]([C:40]1[CH:45]=[CH:44][CH:43]=[CH:42][CH:41]=1)[OH:39], predict the reaction product. The product is: [Cl:10][C:11]1[CH:34]=[CH:33][C:14]([CH2:15][NH:16][C:17]([C:19]2[C:20](=[O:32])[C:21]3[CH:29]=[C:28]([CH2:30][N:36]([CH2:37][C@@H:38]([OH:39])[C:40]4[CH:45]=[CH:44][CH:43]=[CH:42][CH:41]=4)[CH3:35])[S:27][C:22]=3[N:23]([CH2:25][CH3:26])[CH:24]=2)=[O:18])=[CH:13][CH:12]=1. (4) Given the reactants [Cl:1][C:2]1[CH:7]=[C:6]([Cl:8])[CH:5]=[CH:4][C:3]=1[CH:9]1[CH2:14][CH2:13][NH:12][CH2:11][CH2:10]1.[Cl:15][C:16]1[C:24]2[NH:23][N:22]=[CH:21][C:20]=2[C:19]2[CH2:25][N:26]([CH2:51][C:52]([CH3:55])([CH3:54])[CH3:53])[C:27](=[O:50])[C@@H:28]([CH2:30][C:31](=[O:49])N3CCC(N4CC5C(=CC=CC=5)NC4=O)CC3)[CH2:29][C:18]=2[CH:17]=1, predict the reaction product. The product is: [Cl:15][C:16]1[C:24]2[NH:23][N:22]=[CH:21][C:20]=2[C:19]2[CH2:25][N:26]([CH2:51][C:52]([CH3:55])([CH3:54])[CH3:53])[C:27](=[O:50])[C@H:28]([CH2:30][C:31]([N:12]3[CH2:11][CH2:10][CH:9]([C:3]4[CH:4]=[CH:5][C:6]([Cl:8])=[CH:7][C:2]=4[Cl:1])[CH2:14][CH2:13]3)=[O:49])[CH2:29][C:18]=2[CH:17]=1. (5) Given the reactants C(N(CC)CCCC(NC(=O)OC(C)(C)C)CC)C.CS(O[CH2:25][CH2:26][CH2:27][CH:28]([NH:30][C:31]([O:33][C:34]([CH3:37])([CH3:36])[CH3:35])=[O:32])[CH3:29])(=O)=O.[CH2:38]([NH:41][CH2:42][CH2:43][CH3:44])[CH2:39][CH3:40], predict the reaction product. The product is: [CH2:38]([N:41]([CH2:42][CH2:43][CH3:44])[CH2:25][CH2:26][CH2:27][CH:28]([NH:30][C:31](=[O:32])[O:33][C:34]([CH3:37])([CH3:36])[CH3:35])[CH3:29])[CH2:39][CH3:40]. (6) Given the reactants Br[C:2]1[CH:10]=[C:9]2[C:5]([C:6]([CH3:14])([CH3:13])[C:7](=[O:12])[N:8]2[CH3:11])=[CH:4][CH:3]=1.[N:15]1[CH:20]=[C:19](B(O)O)[CH:18]=[N:17][CH:16]=1, predict the reaction product. The product is: [CH3:11][N:8]1[C:9]2[C:5](=[CH:4][CH:3]=[C:2]([C:19]3[CH:20]=[N:15][CH:16]=[N:17][CH:18]=3)[CH:10]=2)[C:6]([CH3:14])([CH3:13])[C:7]1=[O:12].